From a dataset of Full USPTO retrosynthesis dataset with 1.9M reactions from patents (1976-2016). Predict the reactants needed to synthesize the given product. Given the product [ClH:31].[N:1]1([CH2:7][C:8]2[CH:9]=[CH:10][C:11]([C:15]3[C:23]4[C:18](=[CH:19][CH:20]=[C:21]([C:24]5[S:25][CH:26]=[CH:27][CH:28]=5)[CH:22]=4)[NH:17][C:16]=3[OH:29])=[N:12][CH:13]=2)[CH2:6][CH2:5][O:4][CH2:3][CH2:2]1, predict the reactants needed to synthesize it. The reactants are: [N:1]1([CH2:7][C:8]2[CH:9]=[CH:10][C:11]([C:15]3[C:23]4[C:18](=[CH:19][CH:20]=[C:21]([C:24]5[S:25][CH:26]=[CH:27][CH:28]=5)[CH:22]=4)[NH:17][C:16]=3[OH:29])=[N+:12]([O-])[CH:13]=2)[CH2:6][CH2:5][O:4][CH2:3][CH2:2]1.P(Cl)(Cl)[Cl:31].Cl.